From a dataset of Forward reaction prediction with 1.9M reactions from USPTO patents (1976-2016). Predict the product of the given reaction. (1) Given the reactants C([O:3][C:4]([C:6]1[NH:14][C:9]2=[N:10][CH:11]=[CH:12][CH:13]=[C:8]2[CH:7]=1)=[O:5])C.Br[CH2:16][C:17]1[C:26]2[C:21](=[CH:22][CH:23]=[CH:24][CH:25]=2)[CH:20]=[CH:19][CH:18]=1, predict the reaction product. The product is: [C:17]1([CH2:16][N:14]2[C:9]3=[N:10][CH:11]=[CH:12][CH:13]=[C:8]3[CH:7]=[C:6]2[C:4]([OH:3])=[O:5])[C:26]2[C:21](=[CH:22][CH:23]=[CH:24][CH:25]=2)[CH:20]=[CH:19][CH:18]=1. (2) Given the reactants [CH3:1][O:2][C:3]([NH:5][C@@H:6]([CH:20]([CH3:22])[CH3:21])[C:7]([N:9]1[C@@H:13]([CH3:14])[CH2:12][CH2:11][C@H:10]1[C:15]([O:17]CC)=[O:16])=[O:8])=[O:4].O.[OH-].[Li+], predict the reaction product. The product is: [CH3:1][O:2][C:3]([NH:5][C@@H:6]([CH:20]([CH3:22])[CH3:21])[C:7]([N:9]1[C@@H:13]([CH3:14])[CH2:12][CH2:11][C@H:10]1[C:15]([OH:17])=[O:16])=[O:8])=[O:4].